This data is from Reaction yield outcomes from USPTO patents with 853,638 reactions. The task is: Predict the reaction yield, written as a fraction of the theoretical maximum amount of product (1.0 means a 100% yield; for example, 0.34 means a 34% yield). (1) The reactants are [N+:1]([C:4]1[CH:12]=[CH:11][CH:10]=[C:6]([C:7]([OH:9])=[O:8])[C:5]=1[C:13]([OH:15])=[O:14])([O-])=O.[H][H]. The catalyst is [Pd].C(O)C. The product is [NH2:1][C:4]1[CH:12]=[CH:11][CH:10]=[C:6]([C:7]([OH:9])=[O:8])[C:5]=1[C:13]([OH:15])=[O:14]. The yield is 0.840. (2) The reactants are C([O:3][C:4](=[O:18])[CH:5]([P:7]([O:15]CC)([C:9]1[CH:14]=[CH:13][CH:12]=[CH:11][CH:10]=1)=[O:8])[OH:6])C. The catalyst is Cl. The product is [OH:6][CH:5]([P:7]([OH:15])([C:9]1[CH:10]=[CH:11][CH:12]=[CH:13][CH:14]=1)=[O:8])[C:4]([OH:18])=[O:3]. The yield is 0.900. (3) The reactants are Br[C:2]1[CH:7]=[C:6]([C:8]([CH3:11])([CH3:10])[CH3:9])[C:5]([N+:12]([O-:14])=[O:13])=[CH:4][C:3]=1[NH2:15].CCN(CC)CC.[CH3:23][Si:24]([C:27]#[CH:28])([CH3:26])[CH3:25]. The catalyst is C1(C)C=CC=CC=1.O.Cl[Pd](Cl)([P](C1C=CC=CC=1)(C1C=CC=CC=1)C1C=CC=CC=1)[P](C1C=CC=CC=1)(C1C=CC=CC=1)C1C=CC=CC=1.[Cu]I. The product is [C:8]([C:6]1[C:5]([N+:12]([O-:14])=[O:13])=[CH:4][C:3]([NH:15][C:28]#[C:27][Si:24]([CH3:26])([CH3:25])[CH3:23])=[CH:2][CH:7]=1)([CH3:11])([CH3:10])[CH3:9]. The yield is 0.810.